Dataset: Reaction yield outcomes from USPTO patents with 853,638 reactions. Task: Predict the reaction yield, written as a fraction of the theoretical maximum amount of product (1.0 means a 100% yield; for example, 0.34 means a 34% yield). (1) The reactants are [OH:1][C:2]1[CH:9]=[C:8]([O:10][CH2:11][CH2:12][CH2:13][OH:14])[CH:7]=[CH:6][C:3]=1[CH:4]=[O:5].C(=O)([O-])[O-].[K+].[K+].[CH3:21][O:22][CH2:23]Cl.O. The catalyst is CC(C)=O. The product is [OH:14][CH2:13][CH2:12][CH2:11][O:10][C:8]1[CH:7]=[CH:6][C:3]([CH:4]=[O:5])=[C:2]([O:1][CH2:21][O:22][CH3:23])[CH:9]=1. The yield is 0.550. (2) The reactants are [CH3:1][N:2]([CH3:10])[C:3]1[CH:8]=[CH:7][N:6]=[C:5]([NH2:9])[CH:4]=1.Br[CH2:12][C:13]([C:15]1[CH:20]=[CH:19][C:18]([OH:21])=[CH:17][CH:16]=1)=O. The product is [CH3:1][N:2]([CH3:10])[C:3]1[CH:8]=[CH:7][N:6]2[CH:12]=[C:13]([C:15]3[CH:20]=[CH:19][C:18]([OH:21])=[CH:17][CH:16]=3)[N:9]=[C:5]2[CH:4]=1. The yield is 0.800. No catalyst specified. (3) The reactants are [NH:1]([C:11]([O:13][C:14]([CH3:17])([CH3:16])[CH3:15])=[O:12])[C@H:2]([C:8]([OH:10])=[O:9])[CH2:3][C:4](=[O:7])[O:5][CH3:6].ON1C(=O)CCC1=O.[CH2:26]1[CH2:31][CH2:30][C:29]([CH2:36][NH2:37])([CH2:32][C:33]([OH:35])=[O:34])[CH2:28][CH2:27]1.C(=O)([O-])O.[Na+]. The catalyst is C(#N)C. The product is [NH:1]([C:11]([O:13][C:14]([CH3:17])([CH3:16])[CH3:15])=[O:12])[C@H:2]([C:8]([OH:10])=[O:9])[CH2:3][C:4](=[O:7])[O:5][CH3:6].[CH2:26]1[CH2:27][CH2:28][C:29]([CH2:36][NH2:37])([CH2:32][C:33]([OH:35])=[O:34])[CH2:30][CH2:31]1. The yield is 0.980. (4) The reactants are [H-].[Na+].[CH3:3][C:4]1[CH:5]=[C:6]([C:13]#[N:14])[C:7]2[CH:8]=[CH:9][NH:10][C:11]=2[CH:12]=1.Cl[C:16]1[C:21]([CH:22]([CH3:24])[CH3:23])=[C:20]([O:25][CH3:26])[N:19]=[C:18]([O:27][CH3:28])[N:17]=1. The catalyst is CN(C=O)C.CCOC(C)=O. The product is [CH:22]([C:21]1[C:16]([N:10]2[C:11]3[CH:12]=[C:4]([CH3:3])[CH:5]=[C:6]([C:13]#[N:14])[C:7]=3[CH:8]=[CH:9]2)=[N:17][C:18]([O:27][CH3:28])=[N:19][C:20]=1[O:25][CH3:26])([CH3:24])[CH3:23]. The yield is 0.420. (5) The reactants are F[C:2]1[C:7]([C:8]2[N:13]=[C:12]([CH3:14])[N:11]=[C:10]([N:15](CC3C=CC(OC)=CC=3)CC3C=CC(OC)=CC=3)[N:9]=2)=[CH:6][C:5]([CH2:34][N:35]2[CH2:40][CH2:39][O:38][CH2:37][CH2:36]2)=[CH:4][N:3]=1.[S:41]1[C:45]2[CH:46]=[CH:47][C:48]([NH2:50])=[CH:49][C:44]=2[N:43]=[CH:42]1.C[Si]([N-][Si](C)(C)C)(C)C.[Li+].FC(F)(F)C(O)=O.FC(F)(F)S(O)(=O)=O.C(=O)([O-])[O-].[Na+].[Na+]. The catalyst is C1COCC1.O.C(Cl)Cl. The product is [NH2:15][C:10]1[N:11]=[C:12]([CH3:14])[N:13]=[C:8]([C:7]2[C:2]([NH:50][C:48]3[CH:47]=[CH:46][C:45]4[S:41][CH:42]=[N:43][C:44]=4[CH:49]=3)=[N:3][CH:4]=[C:5]([CH2:34][N:35]3[CH2:40][CH2:39][O:38][CH2:37][CH2:36]3)[CH:6]=2)[N:9]=1. The yield is 0.389. (6) The reactants are [NH2:1][C:2]1[S:6][N:5]=[C:4]([S:7][CH2:8][C:9]2[C:19]3[CH2:18][CH2:17][N:16](C(OC(C)(C)C)=O)[CH2:15][CH2:14][C:13]=3[CH:12]=[CH:11][C:10]=2[Cl:27])[N:3]=1.FC(F)(F)C(O)=O. The catalyst is C(Cl)Cl. The product is [NH2:1][C:2]1[S:6][N:5]=[C:4]([S:7][CH2:8][C:9]2[C:19]3[CH2:18][CH2:17][NH:16][CH2:15][CH2:14][C:13]=3[CH:12]=[CH:11][C:10]=2[Cl:27])[N:3]=1. The yield is 0.720. (7) The reactants are [CH:1]1([C:4]2[CH:9]=[CH:8][N:7]=[CH:6][C:5]=2[N:10]2[CH2:19][CH2:18][C:17]3[C:12](=[CH:13][C:14]([N+:21]([O-])=O)=[C:15]([F:20])[CH:16]=3)[C:11]2=[O:24])[CH2:3][CH2:2]1.C(O)(=O)C. The catalyst is C1COCC1.[Fe]. The product is [NH2:21][C:14]1[CH:13]=[C:12]2[C:17]([CH2:18][CH2:19][N:10]([C:5]3[CH:6]=[N:7][CH:8]=[CH:9][C:4]=3[CH:1]3[CH2:2][CH2:3]3)[C:11]2=[O:24])=[CH:16][C:15]=1[F:20]. The yield is 0.966.